From a dataset of Reaction yield outcomes from USPTO patents with 853,638 reactions. Predict the reaction yield, written as a fraction of the theoretical maximum amount of product (1.0 means a 100% yield; for example, 0.34 means a 34% yield). (1) The reactants are [CH3:1][O:2][C:3](=[O:23])[CH2:4][NH:5][C:6]([C:8]1[C:13]([OH:14])=[CH:12][C:11](OS(C(F)(F)F)(=O)=O)=[CH:10][N:9]=1)=[O:7].[Cl:24][C:25]1[CH:26]=[C:27](B(O)O)[CH:28]=[CH:29][CH:30]=1.[O-]P([O-])([O-])=O.[K+].[K+].[K+]. The catalyst is O1CCOCC1.C1C=CC(P(C2C=CC=CC=2)[C-]2C=CC=C2)=CC=1.C1C=CC(P(C2C=CC=CC=2)[C-]2C=CC=C2)=CC=1.Cl[Pd]Cl.[Fe+2]. The product is [CH3:1][O:2][C:3](=[O:23])[CH2:4][NH:5][C:6]([C:8]1[C:13]([OH:14])=[CH:12][C:11]([C:29]2[CH:28]=[CH:27][CH:26]=[C:25]([Cl:24])[CH:30]=2)=[CH:10][N:9]=1)=[O:7]. The yield is 0.530. (2) The reactants are O=[C:2]([C:9]1[CH:14]=[CH:13][C:12]([O:15][CH3:16])=[C:11]([O:17][CH3:18])[C:10]=1[O:19][CH3:20])[CH2:3][CH2:4][CH2:5][C:6]([OH:8])=[O:7]. The catalyst is C(O)C.[Pd]. The product is [CH3:20][O:19][C:10]1[C:11]([O:17][CH3:18])=[C:12]([O:15][CH3:16])[CH:13]=[CH:14][C:9]=1[CH2:2][CH2:3][CH2:4][CH2:5][C:6]([OH:8])=[O:7]. The yield is 0.977. (3) The reactants are [I:1]I.[CH3:3][C:4]1[CH:12]=[CH:11][C:7]([C:8]([OH:10])=[O:9])=[CH:6][C:5]=1[N+:13]([O-:15])=[O:14]. The catalyst is S(=O)(=O)(O)O. The product is [I:1][C:12]1[CH:11]=[C:7]([CH:6]=[C:5]([N+:13]([O-:15])=[O:14])[C:4]=1[CH3:3])[C:8]([OH:10])=[O:9]. The yield is 0.950.